Predict which catalyst facilitates the given reaction. From a dataset of Catalyst prediction with 721,799 reactions and 888 catalyst types from USPTO. (1) Product: [Cl:1][C:2]1[CH:3]=[C:4]([NH:9][C:10]2[C:19]3[C:14](=[CH:15][C:16]([O:32][CH2:33][CH3:34])=[C:17]([NH:20][C:21](=[O:31])/[CH:22]=[CH:58]/[C@H:54]4[CH2:55][CH2:56][CH2:57][N:53]4[CH3:52])[CH:18]=3)[N:13]=[CH:12][N:11]=2)[CH:5]=[CH:6][C:7]=1[F:8]. The catalyst class is: 7. Reactant: [Cl:1][C:2]1[CH:3]=[C:4]([NH:9][C:10]2[C:19]3[C:14](=[CH:15][C:16]([O:32][CH2:33][CH3:34])=[C:17]([NH:20][C:21](=[O:31])[CH2:22]P(OCC)(OCC)=O)[CH:18]=3)[N:13]=[CH:12][N:11]=2)[CH:5]=[CH:6][C:7]=1[F:8].C[Si]([N-][Si](C)(C)C)(C)C.[Li+].C1(C)C=CC=CC=1.[CH3:52][N:53]1[CH2:57][CH2:56][CH2:55][C@@H:54]1[CH:58]=O. (2) The catalyst class is: 4. Reactant: C(N(CC)CC)C.[OH:8][C@:9]1([C:21]2[S:22][C:23]([C:26]3[CH:31]=[C:30]([NH:32][C:33]4[N:38]=[C:37]([C:39]([F:42])([F:41])[F:40])[CH:36]=[CH:35][N:34]=4)[CH:29]=[C:28]([CH2:43][OH:44])[CH:27]=3)=[CH:24][N:25]=2)[CH2:14][CH2:13][C@H:12]([C:15]([O:17][CH3:18])=[O:16])[C:11]([CH3:20])([CH3:19])[CH2:10]1.[CH3:45][S:46](Cl)(=[O:48])=[O:47]. Product: [OH:8][C@:9]1([C:21]2[S:22][C:23]([C:26]3[CH:31]=[C:30]([NH:32][C:33]4[N:38]=[C:37]([C:39]([F:41])([F:42])[F:40])[CH:36]=[CH:35][N:34]=4)[CH:29]=[C:28]([CH2:43][O:44][S:46]([CH3:45])(=[O:48])=[O:47])[CH:27]=3)=[CH:24][N:25]=2)[CH2:14][CH2:13][C@H:12]([C:15]([O:17][CH3:18])=[O:16])[C:11]([CH3:20])([CH3:19])[CH2:10]1. (3) Reactant: [CH3:1][C:2]1[CH:9]=[CH:8][C:5]([CH2:6]Br)=[CH:4][CH:3]=1.[N-:10]=[N+:11]=[N-:12].[Na+]. Product: [N:10]([CH2:6][C:5]1[CH:8]=[CH:9][C:2]([CH3:1])=[CH:3][CH:4]=1)=[N+:11]=[N-:12]. The catalyst class is: 35. (4) Reactant: Br[C:2]1[CH:7]=[CH:6][C:5]([C:8]([F:11])([F:10])[F:9])=[CH:4][CH:3]=1.[C:12]([O:16][C:17]([N:19]1[CH2:24][CH2:23][NH:22][CH:21]([CH3:25])[CH2:20]1)=[O:18])([CH3:15])([CH3:14])[CH3:13].C1(P(C2CCCCC2)C2C=CC=CC=2C2C=CC=CC=2)CCCCC1.C(OCC)(=O)C. Product: [C:12]([O:16][C:17]([N:19]1[CH2:24][CH2:23][N:22]([C:2]2[CH:7]=[CH:6][C:5]([C:8]([F:11])([F:10])[F:9])=[CH:4][CH:3]=2)[CH:21]([CH3:25])[CH2:20]1)=[O:18])([CH3:15])([CH3:13])[CH3:14]. The catalyst class is: 11. (5) Reactant: [C:1]([O:5][C:6]([N:8]1[CH2:12][CH2:11][C@@H:10](O)[CH2:9]1)=[O:7])([CH3:4])([CH3:3])[CH3:2].C1(P(C2C=CC=CC=2)C2C=CC=CC=2)C=CC=CC=1.CCOC(/N=N/C(OCC)=O)=O.[C:45]([OH:48])(=[S:47])[CH3:46]. Product: [C:1]([O:5][C:6]([N:8]1[CH2:12][CH2:11][C@H:10]([S:47][C:45](=[O:48])[CH3:46])[CH2:9]1)=[O:7])([CH3:4])([CH3:3])[CH3:2]. The catalyst class is: 1. (6) Reactant: [CH2:1]([O:8][CH2:9][C@@H:10]1[CH2:14][C@@H:13]([S:15]C(C2C=CC=CC=2)(C2C=CC=CC=2)C2C=CC=CC=2)[CH2:12][N:11]1[S:35]([CH3:38])(=[O:37])=[O:36])[C:2]1[CH:7]=[CH:6][CH:5]=[CH:4][CH:3]=1.C([SiH](CC)CC)C. Product: [CH2:1]([O:8][CH2:9][C@H:10]1[N:11]([S:35]([CH3:38])(=[O:37])=[O:36])[CH2:12][C@H:13]([SH:15])[CH2:14]1)[C:2]1[CH:7]=[CH:6][CH:5]=[CH:4][CH:3]=1. The catalyst class is: 67. (7) Reactant: [Cl:1][C:2]1[CH:7]=[CH:6][C:5]([NH:8][C:9]([CH:11]2[CH2:16][N:15](C(OC(C)(C)C)=O)[CH2:14][CH2:13][N:12]2[C:24]([O:26][CH2:27][C:28]2[CH:33]=[CH:32][CH:31]=[CH:30][CH:29]=2)=[O:25])=[O:10])=[CH:4][CH:3]=1.FC(F)(F)C(O)=O. Product: [Cl:1][C:2]1[CH:3]=[CH:4][C:5]([NH:8][C:9]([CH:11]2[CH2:16][NH:15][CH2:14][CH2:13][N:12]2[C:24]([O:26][CH2:27][C:28]2[CH:29]=[CH:30][CH:31]=[CH:32][CH:33]=2)=[O:25])=[O:10])=[CH:6][CH:7]=1. The catalyst class is: 4. (8) Reactant: [CH:1]1([C:4]2[CH:9]=[CH:8][N:7]=[CH:6][C:5]=2[N:10]2[CH2:14][CH2:13][NH:12][C:11]2=[O:15])[CH2:3][CH2:2]1.Br[C:17]1[S:21][C:20]2[CH:22]=[CH:23][C:24]([F:26])=[CH:25][C:19]=2[CH:18]=1.CN[C@@H]1CCCC[C@H]1NC.P([O-])([O-])([O-])=O.[K+].[K+].[K+]. Product: [CH:1]1([C:4]2[CH:9]=[CH:8][N:7]=[CH:6][C:5]=2[N:10]2[CH2:14][CH2:13][N:12]([C:17]3[S:21][C:20]4[CH:22]=[CH:23][C:24]([F:26])=[CH:25][C:19]=4[CH:18]=3)[C:11]2=[O:15])[CH2:3][CH2:2]1. The catalyst class is: 246. (9) Reactant: [F:1][C:2]1[CH:7]=[CH:6][C:5]([N:8]2[CH2:13][CH2:12][N:11]3[N:14]=[C:15]([CH2:17][OH:18])[CH:16]=[C:10]3[C:9]2=[O:19])=[CH:4][CH:3]=1.Cl[C:21]1[CH:26]=[CH:25][CH:24]=[CH:23][N:22]=1.C(=O)([O-])[O-].[Cs+].[Cs+].C1(C2C=CC=CC=2)C=CC=CC=1P(C(C)(C)C)C(C)(C)C. Product: [F:1][C:2]1[CH:7]=[CH:6][C:5]([N:8]2[CH2:13][CH2:12][N:11]3[N:14]=[C:15]([CH2:17][O:18][C:21]4[CH:26]=[CH:25][CH:24]=[CH:23][N:22]=4)[CH:16]=[C:10]3[C:9]2=[O:19])=[CH:4][CH:3]=1. The catalyst class is: 164.